From a dataset of NCI-60 drug combinations with 297,098 pairs across 59 cell lines. Regression. Given two drug SMILES strings and cell line genomic features, predict the synergy score measuring deviation from expected non-interaction effect. (1) Drug 1: C1=NC2=C(N1)C(=S)N=C(N2)N. Synergy scores: CSS=41.9, Synergy_ZIP=-0.611, Synergy_Bliss=1.38, Synergy_Loewe=-1.06, Synergy_HSA=3.86. Drug 2: C1=NC(=NC(=O)N1C2C(C(C(O2)CO)O)O)N. Cell line: NCI-H460. (2) Cell line: OVCAR-4. Drug 2: C1=CN(C=N1)CC(O)(P(=O)(O)O)P(=O)(O)O. Synergy scores: CSS=2.31, Synergy_ZIP=-1.75, Synergy_Bliss=0.241, Synergy_Loewe=-0.512, Synergy_HSA=-0.414. Drug 1: C1CN1P(=S)(N2CC2)N3CC3. (3) Drug 1: CN1CCC(CC1)COC2=C(C=C3C(=C2)N=CN=C3NC4=C(C=C(C=C4)Br)F)OC. Drug 2: CN(C)N=NC1=C(NC=N1)C(=O)N. Cell line: NCIH23. Synergy scores: CSS=4.02, Synergy_ZIP=2.57, Synergy_Bliss=-3.82, Synergy_Loewe=-6.38, Synergy_HSA=-4.19. (4) Synergy scores: CSS=1.86, Synergy_ZIP=-2.08, Synergy_Bliss=-0.810, Synergy_Loewe=-0.334, Synergy_HSA=-0.330. Drug 2: C1=CN(C=N1)CC(O)(P(=O)(O)O)P(=O)(O)O. Cell line: OVCAR-8. Drug 1: C1CC(C1)(C(=O)O)C(=O)O.[NH2-].[NH2-].[Pt+2]. (5) Drug 1: CCCS(=O)(=O)NC1=C(C(=C(C=C1)F)C(=O)C2=CNC3=C2C=C(C=N3)C4=CC=C(C=C4)Cl)F. Drug 2: CC=C1C(=O)NC(C(=O)OC2CC(=O)NC(C(=O)NC(CSSCCC=C2)C(=O)N1)C(C)C)C(C)C. Cell line: MALME-3M. Synergy scores: CSS=71.8, Synergy_ZIP=-0.454, Synergy_Bliss=-2.13, Synergy_Loewe=-3.91, Synergy_HSA=1.67. (6) Drug 1: CC1=C(C=C(C=C1)NC2=NC=CC(=N2)N(C)C3=CC4=NN(C(=C4C=C3)C)C)S(=O)(=O)N.Cl. Drug 2: CC1C(C(CC(O1)OC2CC(CC3=C2C(=C4C(=C3O)C(=O)C5=C(C4=O)C(=CC=C5)OC)O)(C(=O)C)O)N)O.Cl. Cell line: SNB-75. Synergy scores: CSS=44.9, Synergy_ZIP=18.0, Synergy_Bliss=18.8, Synergy_Loewe=1.22, Synergy_HSA=18.7.